From a dataset of Full USPTO retrosynthesis dataset with 1.9M reactions from patents (1976-2016). Predict the reactants needed to synthesize the given product. Given the product [OH:14][CH2:13][C:12]([CH3:15])([CH3:16])[CH2:11][CH2:10][CH2:9][CH2:8][C:7](=[O:17])[CH2:6][CH2:5][CH2:4][CH2:3][CH2:19][C:27]([CH3:36])([CH3:26])[CH2:28][OH:29], predict the reactants needed to synthesize it. The reactants are: OC[C:3]([CH3:19])(C)[CH2:4][CH2:5][CH2:6][C:7](=[O:17])[CH2:8][CH2:9][CH2:10][CH2:11][C:12]([CH3:16])([CH3:15])[CH2:13][OH:14].[N+](C(S(C1C=CC(C)=CC=1)(=O)=O)CCC[CH2:26][C:27](C)([CH3:36])[CH2:28][O:29]C1CCCCO1)#[C-].[H-].[Na+].CO.